This data is from NCI-60 drug combinations with 297,098 pairs across 59 cell lines. The task is: Regression. Given two drug SMILES strings and cell line genomic features, predict the synergy score measuring deviation from expected non-interaction effect. (1) Drug 1: CS(=O)(=O)OCCCCOS(=O)(=O)C. Drug 2: C1CNP(=O)(OC1)N(CCCl)CCCl. Cell line: UACC62. Synergy scores: CSS=8.32, Synergy_ZIP=-1.32, Synergy_Bliss=1.78, Synergy_Loewe=-2.64, Synergy_HSA=0.306. (2) Drug 1: C1=NC(=NC(=O)N1C2C(C(C(O2)CO)O)O)N. Drug 2: CC1C(C(CC(O1)OC2CC(CC3=C2C(=C4C(=C3O)C(=O)C5=C(C4=O)C(=CC=C5)OC)O)(C(=O)CO)O)N)O.Cl. Cell line: SNB-75. Synergy scores: CSS=38.3, Synergy_ZIP=-1.45, Synergy_Bliss=2.07, Synergy_Loewe=1.22, Synergy_HSA=4.13.